From a dataset of Full USPTO retrosynthesis dataset with 1.9M reactions from patents (1976-2016). Predict the reactants needed to synthesize the given product. (1) Given the product [C:7]1([C:1]2[CH:2]=[CH:3][CH:4]=[CH:5][CH:6]=2)[CH:8]=[CH:9][C:10]([O:13][CH2:24][C:21]2[S:22][CH:23]=[C:19]([C:17]([OH:18])=[O:16])[N:20]=2)=[CH:11][CH:12]=1, predict the reactants needed to synthesize it. The reactants are: [C:1]1([C:7]2[CH:12]=[CH:11][C:10]([OH:13])=[CH:9][CH:8]=2)[CH:6]=[CH:5][CH:4]=[CH:3][CH:2]=1.C([O:16][C:17]([C:19]1[N:20]=[C:21]([CH2:24]Br)[S:22][CH:23]=1)=[O:18])C. (2) Given the product [F:1][C:2]1[CH:7]=[C:6]([C:8]([F:9])([F:10])[F:11])[CH:5]=[CH:4][C:3]=1[CH:12]1[CH2:17][C:16](=[O:18])[NH:15][C:14]([CH3:19])=[C:13]1[C:20]([NH:23][C:24]1[CH:25]=[C:26]2[C:30](=[CH:31][CH:32]=1)[NH:29][N:28]=[C:27]2[CH3:33])=[O:21], predict the reactants needed to synthesize it. The reactants are: [F:1][C:2]1[CH:7]=[C:6]([C:8]([F:11])([F:10])[F:9])[CH:5]=[CH:4][C:3]=1[CH:12]1[CH2:17][C:16](=[O:18])[NH:15][C:14]([CH3:19])=[C:13]1[C:20](O)=[O:21].[NH2:23][C:24]1[CH:25]=[C:26]2[C:30](=[CH:31][CH:32]=1)[NH:29][N:28]=[C:27]2[CH3:33].C(Cl)CCl.CCN(CC)CC.